Dataset: NCI-60 drug combinations with 297,098 pairs across 59 cell lines. Task: Regression. Given two drug SMILES strings and cell line genomic features, predict the synergy score measuring deviation from expected non-interaction effect. (1) Cell line: SF-268. Drug 1: CC1CCC2CC(C(=CC=CC=CC(CC(C(=O)C(C(C(=CC(C(=O)CC(OC(=O)C3CCCCN3C(=O)C(=O)C1(O2)O)C(C)CC4CCC(C(C4)OC)OCCO)C)C)O)OC)C)C)C)OC. Synergy scores: CSS=15.1, Synergy_ZIP=5.51, Synergy_Bliss=6.14, Synergy_Loewe=-6.06, Synergy_HSA=4.87. Drug 2: CN(CC1=CN=C2C(=N1)C(=NC(=N2)N)N)C3=CC=C(C=C3)C(=O)NC(CCC(=O)O)C(=O)O. (2) Drug 1: CC1=C(C=C(C=C1)NC(=O)C2=CC=C(C=C2)CN3CCN(CC3)C)NC4=NC=CC(=N4)C5=CN=CC=C5. Drug 2: CC1CCC2CC(C(=CC=CC=CC(CC(C(=O)C(C(C(=CC(C(=O)CC(OC(=O)C3CCCCN3C(=O)C(=O)C1(O2)O)C(C)CC4CCC(C(C4)OC)OCCO)C)C)O)OC)C)C)C)OC. Cell line: HS 578T. Synergy scores: CSS=-4.03, Synergy_ZIP=1.37, Synergy_Bliss=1.05, Synergy_Loewe=-11.5, Synergy_HSA=-6.03. (3) Drug 1: CC1=C(C=C(C=C1)C(=O)NC2=CC(=CC(=C2)C(F)(F)F)N3C=C(N=C3)C)NC4=NC=CC(=N4)C5=CN=CC=C5. Drug 2: CCCCC(=O)OCC(=O)C1(CC(C2=C(C1)C(=C3C(=C2O)C(=O)C4=C(C3=O)C=CC=C4OC)O)OC5CC(C(C(O5)C)O)NC(=O)C(F)(F)F)O. Cell line: M14. Synergy scores: CSS=57.1, Synergy_ZIP=5.19, Synergy_Bliss=3.78, Synergy_Loewe=5.67, Synergy_HSA=4.28.